Predict the product of the given reaction. From a dataset of Forward reaction prediction with 1.9M reactions from USPTO patents (1976-2016). (1) Given the reactants [CH2:1]([N:8]1[C:13](=[O:14])[CH2:12][O:11][C@@H:10]([CH3:15])[C@@H:9]1[C:16]([OH:18])=[O:17])[C:2]1[CH:7]=[CH:6][CH:5]=[CH:4][CH:3]=1.S(Cl)(Cl)=O.[CH3:23][CH2:24]O, predict the reaction product. The product is: [CH2:1]([N:8]1[C:13](=[O:14])[CH2:12][O:11][C@@H:10]([CH3:15])[C@@H:9]1[C:16]([O:18][CH2:23][CH3:24])=[O:17])[C:2]1[CH:7]=[CH:6][CH:5]=[CH:4][CH:3]=1. (2) Given the reactants O1CCCCC1[O:7][C:8]1[CH:35]=[CH:34][C:11]([CH:12]=[C:13]2[CH2:18][CH2:17][CH2:16][C:15](=[CH:19][C:20]3[CH:25]=[CH:24][C:23]([O:26]C4CCCCO4)=[CH:22][CH:21]=3)[C:14]2=[O:33])=[CH:10][CH:9]=1.C1(C)C=CC(S([O-])(=O)=O)=CC=1.[NH+]1C=CC=CC=1.CO, predict the reaction product. The product is: [OH:7][C:8]1[CH:9]=[CH:10][C:11]([CH:12]=[C:13]2[CH2:18][CH2:17][CH2:16][C:15](=[CH:19][C:20]3[CH:21]=[CH:22][C:23]([OH:26])=[CH:24][CH:25]=3)[C:14]2=[O:33])=[CH:34][CH:35]=1. (3) Given the reactants C([C:4]([O:11][C:12]([F:21])(CC=C)[CH2:13][C:14]([F:17])([F:16])[F:15])(F)[CH2:5][C:6](F)(F)F)C=C.[SiH:22]([O:29][CH2:30][CH3:31])([O:26][CH2:27][CH3:28])[O:23][CH2:24][CH3:25].[SiH4], predict the reaction product. The product is: [F:21][CH:12]([O:11][CH2:4][CH2:5][CH2:6][Si:22]([O:29][CH2:30][CH3:31])([O:26][CH2:27][CH3:28])[O:23][CH2:24][CH3:25])[CH2:13][C:14]([F:15])([F:16])[F:17]. (4) The product is: [C:1]([C:3]1[CH:4]=[C:5]([S:9]([N:12]2[CH2:43][C@H:42]([S:44][CH:45]3[CH2:49][CH2:48][CH2:47][CH2:46]3)[CH2:41][C@H:13]2[C:14]([NH:16][C@H:17]([C:36]([OH:38])=[O:37])[CH2:18][C:19]2[CH:24]=[CH:23][C:22]([NH:25][C:26](=[O:35])[C:27]3[C:28]([Cl:34])=[CH:29][N:30]=[CH:31][C:32]=3[Cl:33])=[CH:21][CH:20]=2)=[O:15])(=[O:11])=[O:10])[CH:6]=[CH:7][CH:8]=1)#[N:2]. Given the reactants [C:1]([C:3]1[CH:4]=[C:5]([S:9]([N:12]2[CH2:43][C@H:42]([S:44][CH:45]3[CH2:49][CH2:48][CH2:47][CH2:46]3)[CH2:41][C@H:13]2[C:14]([NH:16][C@H:17]([C:36]([O:38]CC)=[O:37])[CH2:18][C:19]2[CH:24]=[CH:23][C:22]([NH:25][C:26](=[O:35])[C:27]3[C:32]([Cl:33])=[CH:31][N:30]=[CH:29][C:28]=3[Cl:34])=[CH:21][CH:20]=2)=[O:15])(=[O:11])=[O:10])[CH:6]=[CH:7][CH:8]=1)#[N:2].[Li+].[OH-], predict the reaction product.